Dataset: Catalyst prediction with 721,799 reactions and 888 catalyst types from USPTO. Task: Predict which catalyst facilitates the given reaction. (1) Reactant: [NH2:1][C:2]1[CH:7]=[C:6]([Cl:8])[C:5]([N+:9]([O-:11])=[O:10])=[CH:4][C:3]=1[OH:12].C(N(CC)CC)C.Cl[CH2:21][C:22](Cl)=[O:23].[H-].[Na+]. Product: [Cl:8][C:6]1[C:5]([N+:9]([O-:11])=[O:10])=[CH:4][C:3]2[O:12][CH2:21][C:22](=[O:23])[NH:1][C:2]=2[CH:7]=1. The catalyst class is: 1. (2) Reactant: Cl[C:2]1[C:11]([C:12]([O:14][CH2:15][CH3:16])=[O:13])=[C:10]([CH3:17])[C:9]2[C:4](=[CH:5][C:6]([C:18]([F:21])([F:20])[F:19])=[CH:7][N:8]=2)[N:3]=1.C([O-])([O-])=O.[K+].[K+].[CH2:28]([SH:30])[CH3:29]. Product: [CH2:28]([S:30][C:2]1[C:11]([C:12]([O:14][CH2:15][CH3:16])=[O:13])=[C:10]([CH3:17])[C:9]2[C:4](=[CH:5][C:6]([C:18]([F:21])([F:20])[F:19])=[CH:7][N:8]=2)[N:3]=1)[CH3:29]. The catalyst class is: 18.